Dataset: Forward reaction prediction with 1.9M reactions from USPTO patents (1976-2016). Task: Predict the product of the given reaction. (1) Given the reactants Cl[C:2]1[CH:7]=[CH:6][C:5]([N+:8]([O-:10])=[O:9])=[CH:4][N:3]=1.[C:11]([C:15]1[CH:16]=[C:17]([OH:21])[CH:18]=[CH:19][CH:20]=1)([CH3:14])([CH3:13])[CH3:12].C([O-])([O-])=O.[K+].[K+], predict the reaction product. The product is: [C:11]([C:15]1[CH:16]=[C:17]([CH:18]=[CH:19][CH:20]=1)[O:21][C:2]1[CH:7]=[CH:6][C:5]([N+:8]([O-:10])=[O:9])=[CH:4][N:3]=1)([CH3:14])([CH3:12])[CH3:13]. (2) Given the reactants Br[C:2]1[CH:7]=[CH:6][C:5]([C:8](=[O:10])[CH3:9])=[CH:4][CH:3]=1.[O:11]1[CH2:16]COC[CH2:12]1.O.C(=O)([O-])[O-].[Cs+].[Cs+], predict the reaction product. The product is: [CH3:12][O:11][CH2:16][C:2]1[CH:7]=[CH:6][C:5]([C:8](=[O:10])[CH3:9])=[CH:4][CH:3]=1. (3) Given the reactants Br[C:2]1[CH:7]=[C:6]([N:8]2[CH2:13][CH2:12][O:11][CH2:10][CH2:9]2)[N:5]([CH3:14])[C:4](=[O:15])[CH:3]=1.[CH3:16][C:17]1[CH:26]=[CH:25][C:20]([C:21]([O:23][CH3:24])=[O:22])=[CH:19][C:18]=1B1OC(C)(C)C(C)(C)O1.C(Cl)Cl.C(=O)([O-])[O-].[Na+].[Na+], predict the reaction product. The product is: [CH3:16][C:17]1[CH:26]=[CH:25][C:20]([C:21]([O:23][CH3:24])=[O:22])=[CH:19][C:18]=1[C:2]1[CH:7]=[C:6]([N:8]2[CH2:13][CH2:12][O:11][CH2:10][CH2:9]2)[N:5]([CH3:14])[C:4](=[O:15])[CH:3]=1.